Dataset: Peptide-MHC class I binding affinity with 185,985 pairs from IEDB/IMGT. Task: Regression. Given a peptide amino acid sequence and an MHC pseudo amino acid sequence, predict their binding affinity value. This is MHC class I binding data. (1) The peptide sequence is YPTNDIPSLF. The MHC is HLA-B35:01 with pseudo-sequence HLA-B35:01. The binding affinity (normalized) is 0.801. (2) The peptide sequence is KLQPSDTLL. The MHC is HLA-B18:01 with pseudo-sequence HLA-B18:01. The binding affinity (normalized) is 0.0847. (3) The peptide sequence is RRYGGGLVR. The MHC is HLA-B48:01 with pseudo-sequence HLA-B48:01. The binding affinity (normalized) is 0.0847. (4) The peptide sequence is MTGDTYTAR. The MHC is HLA-A02:01 with pseudo-sequence HLA-A02:01. The binding affinity (normalized) is 0.224. (5) The peptide sequence is IPRRNVATL. The MHC is HLA-B27:05 with pseudo-sequence HLA-B27:05. The binding affinity (normalized) is 0.0847. (6) The peptide sequence is SFYCDPKRFF. The MHC is HLA-A23:01 with pseudo-sequence HLA-A23:01. The binding affinity (normalized) is 0.427. (7) The peptide sequence is KQINPPTVY. The MHC is HLA-B15:09 with pseudo-sequence HLA-B15:09. The binding affinity (normalized) is 0.0847.